This data is from Forward reaction prediction with 1.9M reactions from USPTO patents (1976-2016). The task is: Predict the product of the given reaction. (1) The product is: [N+:1]([C:4]1[CH:8]=[CH:7][N:6]([CH2:9][C@H:10]([OH:11])[CH2:12][OH:13])[N:5]=1)([O-:3])=[O:2]. Given the reactants [N+:1]([C:4]1[CH:8]=[CH:7][NH:6][N:5]=1)([O-:3])=[O:2].[CH2:9]1[O:11][C@@H:10]1[CH2:12][OH:13].C(=O)([O-])[O-].[K+].[K+], predict the reaction product. (2) The product is: [F:1][C:2]1[CH:7]=[CH:6][C:5]([C:26]2[CH:25]=[N:24][N:23]3[CH:18]([CH3:17])[CH2:19][NH:20][CH2:21][C:22]=23)=[CH:4][CH:3]=1. Given the reactants [F:1][C:2]1[CH:7]=[CH:6][C:5](C2N=CN3CCNCC=23)=[CH:4][CH:3]=1.[CH3:17][CH:18]1[N:23]2[N:24]=[CH:25][CH:26]=[C:22]2[CH2:21][NH:20][CH2:19]1.C1N=CN2CCNCC=12, predict the reaction product.